Dataset: Full USPTO retrosynthesis dataset with 1.9M reactions from patents (1976-2016). Task: Predict the reactants needed to synthesize the given product. (1) Given the product [CH2:1]([O:8][CH2:9][C@@H:10]1[CH2:14][CH2:13][S:12](=[O:16])(=[O:15])[N:11]1[C:18]1[N:23]=[CH:22][C:21]([C:24]([N:26]2[CH2:27][CH2:28][N:29]([C:32]3[CH:37]=[CH:36][C:35]([CH3:38])=[CH:34][C:33]=3[CH3:39])[CH2:30][CH2:31]2)=[O:25])=[CH:20][CH:19]=1)[C:2]1[CH:3]=[CH:4][CH:5]=[CH:6][CH:7]=1, predict the reactants needed to synthesize it. The reactants are: [CH2:1]([O:8][CH2:9][C@@H:10]1[CH2:14][CH2:13][S:12](=[O:16])(=[O:15])[NH:11]1)[C:2]1[CH:7]=[CH:6][CH:5]=[CH:4][CH:3]=1.Br[C:18]1[N:23]=[CH:22][C:21]([C:24]([N:26]2[CH2:31][CH2:30][N:29]([C:32]3[CH:37]=[CH:36][C:35]([CH3:38])=[CH:34][C:33]=3[CH3:39])[CH2:28][CH2:27]2)=[O:25])=[CH:20][CH:19]=1. (2) Given the product [CH3:14][Si:13]([CH3:16])([CH3:15])[CH2:12][CH2:11][O:10][CH2:9][N:8]([CH2:17][O:18][CH2:19][CH2:20][Si:21]([CH3:24])([CH3:23])[CH3:22])[C:6]1[N:5]2[N:25]=[CH:26][C:27]([C:28]3[CH:29]=[N:30][C:31]4[C:36]([CH:37]=3)=[CH:35][CH:34]=[CH:33][CH:32]=4)=[C:4]2[N:3]=[C:2]([C:46]2[CH2:51][CH2:50][N:49]([C:52]([O:54][C:55]([CH3:58])([CH3:57])[CH3:56])=[O:53])[CH2:48][CH:47]=2)[CH:7]=1, predict the reactants needed to synthesize it. The reactants are: Cl[C:2]1[CH:7]=[C:6]([N:8]([CH2:17][O:18][CH2:19][CH2:20][Si:21]([CH3:24])([CH3:23])[CH3:22])[CH2:9][O:10][CH2:11][CH2:12][Si:13]([CH3:16])([CH3:15])[CH3:14])[N:5]2[N:25]=[CH:26][C:27]([C:28]3[CH:29]=[N:30][C:31]4[C:36]([CH:37]=3)=[CH:35][CH:34]=[CH:33][CH:32]=4)=[C:4]2[N:3]=1.CC1(C)C(C)(C)OB([C:46]2[CH2:51][CH2:50][N:49]([C:52]([O:54][C:55]([CH3:58])([CH3:57])[CH3:56])=[O:53])[CH2:48][CH:47]=2)O1.[O-]P([O-])([O-])=O.[K+].[K+].[K+].C(Cl)Cl. (3) Given the product [Br:1][C:2]1[CH:7]=[CH:6][C:5]([C:8]2[CH:23]([C:22]3[CH:25]=[C:26]([N+:29]([O-:31])=[O:30])[C:27]([OH:28])=[C:20]([O:19][CH2:17][CH3:18])[CH:21]=3)[NH:32][C:33](=[O:34])[NH:35][C:9]=2[C:11]2[CH:16]=[CH:15][CH:14]=[CH:13][CH:12]=2)=[CH:4][CH:3]=1, predict the reactants needed to synthesize it. The reactants are: [Br:1][C:2]1[CH:7]=[CH:6][C:5]([CH2:8][C:9]([C:11]2[CH:16]=[CH:15][CH:14]=[CH:13][CH:12]=2)=O)=[CH:4][CH:3]=1.[CH2:17]([O:19][C:20]1[CH:21]=[C:22]([CH:25]=[C:26]([N+:29]([O-:31])=[O:30])[C:27]=1[OH:28])[CH:23]=O)[CH3:18].[NH2:32][C:33]([NH2:35])=[O:34].Cl. (4) Given the product [CH3:51][N:50]([CH3:54])[CH2:49][C:48]([CH3:53])([CH3:2])[CH2:47][N:46]1[C:45]2[CH:55]=[CH:56][CH:57]=[CH:58][C:44]=2[N:43]=[C:42]1[CH2:41][N:30]([CH3:29])[CH:31]1[C:40]2[N:39]=[CH:38][CH:37]=[CH:36][C:35]=2[CH2:34][CH2:33][CH2:32]1, predict the reactants needed to synthesize it. The reactants are: N[CH2:2]C(C)(C)CN1C2C=CC=CC=2N=C1CN(C)C1C2N=CC=CC=2CCC1.[CH3:29][N:30]([CH2:41][C:42]1[N:46]([CH2:47][CH:48]2[CH2:53]C[CH2:51][N:50]([CH3:54])[CH2:49]2)[C:45]2[CH:55]=[CH:56][CH:57]=[CH:58][C:44]=2[N:43]=1)[CH:31]1[C:40]2[N:39]=[CH:38][CH:37]=[CH:36][C:35]=2[CH2:34][CH2:33][CH2:32]1. (5) Given the product [Br-:1].[Br:1][C:2]1[CH:3]=[CH:4][C:5]([N+:8]2[CH:12]=[CH:11][N:10]([CH2:14][CH2:15][CH2:16][CH2:17][CH2:18][CH2:19][CH3:20])[CH:9]=2)=[CH:6][CH:7]=1, predict the reactants needed to synthesize it. The reactants are: [Br:1][C:2]1[CH:7]=[CH:6][C:5]([N:8]2[CH:12]=[CH:11][N:10]=[CH:9]2)=[CH:4][CH:3]=1.Br[CH2:14][CH2:15][CH2:16][CH2:17][CH2:18][CH2:19][CH3:20]. (6) The reactants are: [NH2:1][CH:2]1[CH2:7][CH2:6][N:5]([C:8]([O:10][CH2:11][CH3:12])=[O:9])[CH2:4][CH2:3]1.[C:13](Cl)(Cl)=[O:14].Cl.[CH3:18][N:19]1[CH2:24][CH2:23][N:22]([C:25]2[CH:30]=[C:29]([C:31]3[CH:40]=[C:39]4[C:34]([CH2:35][CH2:36][NH:37][CH2:38]4)=[CH:33][CH:32]=3)[N:28]=[C:27]([NH2:41])[N:26]=2)[CH2:21][CH2:20]1. Given the product [NH2:41][C:27]1[N:28]=[C:29]([C:31]2[CH:40]=[C:39]3[C:34]([CH2:35][CH2:36][N:37]([C:13]([NH:1][CH:2]4[CH2:3][CH2:4][N:5]([C:8]([O:10][CH2:11][CH3:12])=[O:9])[CH2:6][CH2:7]4)=[O:14])[CH2:38]3)=[CH:33][CH:32]=2)[CH:30]=[C:25]([N:22]2[CH2:21][CH2:20][N:19]([CH3:18])[CH2:24][CH2:23]2)[N:26]=1, predict the reactants needed to synthesize it. (7) Given the product [Br:1][C:2]1[CH:3]=[CH:4][C:5]2[O:11][CH2:10][CH2:9][N:8]3[CH:12]=[C:13]([C:24]4[N:20]([CH:17]([CH3:19])[CH3:18])[N:21]=[CH:22][N:23]=4)[N:14]=[C:7]3[C:6]=2[CH:16]=1, predict the reactants needed to synthesize it. The reactants are: [Br:1][C:2]1[CH:3]=[CH:4][C:5]2[O:11][CH2:10][CH2:9][N:8]3[CH:12]=[C:13](I)[N:14]=[C:7]3[C:6]=2[CH:16]=1.[CH:17]([N:20]1[CH:24]=[N:23][CH:22]=[N:21]1)([CH3:19])[CH3:18].C(=O)([O-])[O-].[Cs+].[Cs+].CN(C=O)C. (8) Given the product [N:30]1[C:31]2[C:26](=[CH:25][CH:24]=[CH:23][C:22]=2[NH:21][CH2:12][C:10]([C:13]([F:16])([F:15])[F:14])([OH:11])[CH2:9][C:8]([C:6]2[CH:7]=[C:2]([F:1])[CH:3]=[CH:4][C:5]=2[O:19][CH3:20])([CH3:18])[CH3:17])[CH:27]=[CH:28][CH:29]=1, predict the reactants needed to synthesize it. The reactants are: [F:1][C:2]1[CH:3]=[CH:4][C:5]([O:19][CH3:20])=[C:6]([C:8]([CH3:18])([CH3:17])[CH2:9][C:10]2([C:13]([F:16])([F:15])[F:14])[CH2:12][O:11]2)[CH:7]=1.[NH2:21][C:22]1[CH:23]=[CH:24][CH:25]=[C:26]2[C:31]=1[N:30]=[CH:29][CH:28]=[CH:27]2.